This data is from Full USPTO retrosynthesis dataset with 1.9M reactions from patents (1976-2016). The task is: Predict the reactants needed to synthesize the given product. (1) Given the product [Cl:1][CH2:2][C:3]1[N:4]=[C:5]([C:8]([OH:10])=[O:9])[S:6][CH:7]=1, predict the reactants needed to synthesize it. The reactants are: [Cl:1][CH2:2][C:3]1[N:4]=[C:5]([C:8]([O:10]CC)=[O:9])[S:6][CH:7]=1.[OH-].[Na+].Cl. (2) Given the product [F:1][C:2]1[CH:3]=[C:4]2[C:9](=[CH:10][C:11]=1[O:41][CH3:40])[N:8]([CH2:13][C:14]1[CH:19]=[CH:18][C:17]([C:20]([F:21])([F:22])[F:23])=[CH:16][CH:15]=1)[CH:7]=[C:6]([C:24]1[N:28]=[C:27]([C:29]([C:32]3[CH:33]=[CH:34][C:35]([F:38])=[CH:36][CH:37]=3)([CH3:30])[CH3:31])[O:26][N:25]=1)[C:5]2=[O:39], predict the reactants needed to synthesize it. The reactants are: [F:1][C:2]1[CH:3]=[C:4]2[C:9](=[CH:10][C:11]=1F)[N:8]([CH2:13][C:14]1[CH:19]=[CH:18][C:17]([C:20]([F:23])([F:22])[F:21])=[CH:16][CH:15]=1)[CH:7]=[C:6]([C:24]1[N:28]=[C:27]([C:29]([C:32]3[CH:37]=[CH:36][C:35]([F:38])=[CH:34][CH:33]=3)([CH3:31])[CH3:30])[O:26][N:25]=1)[C:5]2=[O:39].[CH3:40][OH:41].